The task is: Predict the reaction yield, written as a fraction of the theoretical maximum amount of product (1.0 means a 100% yield; for example, 0.34 means a 34% yield).. This data is from Reaction yield outcomes from USPTO patents with 853,638 reactions. (1) The reactants are [C:1]([O:5][C:6]([N:8]1[CH2:13][CH2:12][CH:11]([O:14][C:15]2[CH:20]=[CH:19][C:18]([N+:21]([O-])=O)=[CH:17][C:16]=2[F:24])[CH2:10][CH2:9]1)=[O:7])([CH3:4])([CH3:3])[CH3:2]. The catalyst is CO.[Pd]. The product is [C:1]([O:5][C:6]([N:8]1[CH2:9][CH2:10][CH:11]([O:14][C:15]2[CH:20]=[CH:19][C:18]([NH2:21])=[CH:17][C:16]=2[F:24])[CH2:12][CH2:13]1)=[O:7])([CH3:4])([CH3:2])[CH3:3]. The yield is 0.970. (2) The reactants are [C:1]1([CH:7]([C:13]2[CH:18]=[CH:17][CH:16]=[CH:15][CH:14]=2)[N:8]2[CH2:11][C:10](=[O:12])[CH2:9]2)[CH:6]=[CH:5][CH:4]=[CH:3][CH:2]=1.C([N:21]([CH2:24]C)CC)C.[CH3:26][Si:27](C#N)([CH3:29])[CH3:28]. The catalyst is ClCCl. The product is [C:13]1([CH:7]([C:1]2[CH:2]=[CH:3][CH:4]=[CH:5][CH:6]=2)[N:8]2[CH2:11][C:10]([O:12][Si:27]([CH3:29])([CH3:28])[CH3:26])([C:24]#[N:21])[CH2:9]2)[CH:14]=[CH:15][CH:16]=[CH:17][CH:18]=1. The yield is 0.910. (3) The reactants are [C:1]([C:5]1[CH:10]=[C:9]([CH3:11])[C:8]([N+:12]([O-:14])=[O:13])=[CH:7][C:6]=1[N+:15]([O-:17])=[O:16])([CH3:4])([CH3:3])[CH3:2].C(C1C=CC([N+]([O-])=O)=C(C)C=1[N+]([O-])=O)(C)(C)C.C[C:36]([N:38]([CH3:40])[CH3:39])=O. The catalyst is CN(C=O)C. The product is [C:1]([C:5]1[C:6]([N+:15]([O-:17])=[O:16])=[CH:7][C:8]([N+:12]([O-:14])=[O:13])=[C:9](/[CH:11]=[CH:36]/[N:38]([CH3:40])[CH3:39])[CH:10]=1)([CH3:4])([CH3:2])[CH3:3]. The yield is 0.680. (4) The reactants are [N:1]([CH2:4][CH:5]1[CH2:9][C:8]2[CH:10]=[CH:11][CH:12]=[C:13]([C:14]3[C:19]([Cl:20])=[CH:18][C:17]([Cl:21])=[CH:16][C:15]=3[Cl:22])[C:7]=2[O:6]1)=[N+]=[N-].C1(P(C2C=CC=CC=2)C2C=CC=CC=2)C=CC=CC=1.Cl. The catalyst is O1CCCC1.C(O)(C)C. The product is [Cl:22][C:15]1[CH:16]=[C:17]([Cl:21])[CH:18]=[C:19]([Cl:20])[C:14]=1[C:13]1[C:7]2[O:6][CH:5]([CH2:4][NH2:1])[CH2:9][C:8]=2[CH:10]=[CH:11][CH:12]=1. The yield is 0.560. (5) The reactants are Br[C:2]1[S:3][CH:4]=[C:5]([C:7]([O:9][CH2:10][CH3:11])=[O:8])[N:6]=1.[Br:12][C:13]1[CH:14]=[C:15](B(O)O)[CH:16]=[CH:17][CH:18]=1. No catalyst specified. The product is [Br:12][C:13]1[CH:18]=[C:17]([C:2]2[S:3][CH:4]=[C:5]([C:7]([O:9][CH2:10][CH3:11])=[O:8])[N:6]=2)[CH:16]=[CH:15][CH:14]=1. The yield is 0.680. (6) The reactants are Cl[C:2]1[N:7]=[CH:6][C:5]([CH:8]=[CH:9][C:10]([NH:12][CH2:13][C:14]2[CH:19]=[CH:18][C:17]([NH:20][S:21]([CH3:24])(=[O:23])=[O:22])=[C:16]([F:25])[CH:15]=2)=[O:11])=[CH:4][CH:3]=1.[NH:26]1[CH2:30][CH2:29][CH2:28][CH2:27]1. The catalyst is CCOC(C)=O. The product is [F:25][C:16]1[CH:15]=[C:14]([CH:19]=[CH:18][C:17]=1[NH:20][S:21]([CH3:24])(=[O:23])=[O:22])[CH2:13][NH:12][C:10](=[O:11])[CH:9]=[CH:8][C:5]1[CH:6]=[N:7][C:2]([N:26]2[CH2:30][CH2:29][CH2:28][CH2:27]2)=[CH:3][CH:4]=1. The yield is 0.240. (7) The reactants are [Si:1]([O:8][CH:9]1[CH2:13][N:12]([C:14]([O:16][C:17]([CH3:20])([CH3:19])[CH3:18])=[O:15])[CH:11]([C:21](OC)=[O:22])[CH2:10]1)([C:4]([CH3:7])([CH3:6])[CH3:5])([CH3:3])[CH3:2].[Li+].[BH4-]. The catalyst is C1COCC1. The product is [Si:1]([O:8][CH:9]1[CH2:13][N:12]([C:14]([O:16][C:17]([CH3:20])([CH3:19])[CH3:18])=[O:15])[CH:11]([CH2:21][OH:22])[CH2:10]1)([C:4]([CH3:7])([CH3:6])[CH3:5])([CH3:3])[CH3:2]. The yield is 1.00. (8) The reactants are [N+:1]([C:4]1[CH:5]=[CH:6][C:7]2[CH2:13][CH2:12][CH2:11][CH2:10][N:9]([C:14](=[O:16])[CH3:15])[C:8]=2[CH:17]=1)([O-])=O. The catalyst is CCO.[Pd]. The product is [NH2:1][C:4]1[CH:5]=[CH:6][C:7]2[CH2:13][CH2:12][CH2:11][CH2:10][N:9]([C:14](=[O:16])[CH3:15])[C:8]=2[CH:17]=1. The yield is 0.900.